Dataset: Reaction yield outcomes from USPTO patents with 853,638 reactions. Task: Predict the reaction yield, written as a fraction of the theoretical maximum amount of product (1.0 means a 100% yield; for example, 0.34 means a 34% yield). (1) The reactants are [C:1]1([C:7]2[CH:12]=[CH:11][N:10]=[C:9]([N:13]3[CH2:18][CH2:17][NH:16][CH2:15][CH2:14]3)[C:8]=2[C:19]([O:21][CH:22]([CH3:24])[CH3:23])=[O:20])[CH:6]=[CH:5][CH:4]=[CH:3][CH:2]=1.[O:25]1[CH:29]=[CH:28][CH:27]=[C:26]1[CH:30]=O.C(O)(=O)C.C([BH3-])#N. The catalyst is C1COCC1.CS(C)=O. The product is [O:25]1[CH:29]=[CH:28][CH:27]=[C:26]1[CH2:30][N:16]1[CH2:17][CH2:18][N:13]([C:9]2[C:8]([C:19]([O:21][CH:22]([CH3:24])[CH3:23])=[O:20])=[C:7]([C:1]3[CH:2]=[CH:3][CH:4]=[CH:5][CH:6]=3)[CH:12]=[CH:11][N:10]=2)[CH2:14][CH2:15]1. The yield is 0.0979. (2) The catalyst is CCOC(C)=O. The reactants are [CH3:1][O:2][CH2:3][CH2:4][O:5][CH2:6]Cl.[Cl:8][C:9]1[NH:18][C:17](=[O:19])[C:16]2[C:11](=[CH:12][C:13]([Cl:20])=[CH:14][CH:15]=2)[N:10]=1.CCN(C(C)C)C(C)C.C1COCC1. The product is [Cl:8][C:9]1[N:18]=[C:17]([O:19][CH2:6][O:5][CH2:4][CH2:3][O:2][CH3:1])[C:16]2[C:11](=[CH:12][C:13]([Cl:20])=[CH:14][CH:15]=2)[N:10]=1. The yield is 0.830. (3) The reactants are [CH3:1][O:2][C:3]1[C:4]([NH:27][C:28]2[CH:33]=[CH:32][N:31]=[CH:30][CH:29]=2)=[N:5][C:6]([C:9]2[C:17]3[C:12](=[CH:13][CH:14]=[CH:15][CH:16]=3)[N:11](CC3C=CC(OC)=CC=3)[N:10]=2)=[N:7][CH:8]=1.FC(F)(F)C(O)=O.FC(F)(F)S(O)(=O)=O.[OH-].[Na+]. The catalyst is ClCCCl. The product is [NH:11]1[C:12]2[C:17](=[CH:16][CH:15]=[CH:14][CH:13]=2)[C:9]([C:6]2[N:5]=[C:4]([NH:27][C:28]3[CH:33]=[CH:32][N:31]=[CH:30][CH:29]=3)[C:3]([O:2][CH3:1])=[CH:8][N:7]=2)=[N:10]1. The yield is 0.900. (4) The reactants are [F:1][C:2]1[C:7]([C:8]2[CH:13]=[CH:12][CH:11]=[C:10]([C:14]#[C:15][Si](C)(C)C)[CH:9]=2)=[CH:6][CH:5]=[CH:4][N:3]=1.C([O-])([O-])=O.[Cs+].[Cs+]. The catalyst is CO.C(Cl)Cl.C(Cl)Cl. The product is [C:14]([C:10]1[CH:9]=[C:8]([C:7]2[C:2]([F:1])=[N:3][CH:4]=[CH:5][CH:6]=2)[CH:13]=[CH:12][CH:11]=1)#[CH:15]. The yield is 0.770. (5) The reactants are Br[C:2]1[CH:7]=[CH:6][C:5]([C:8]2[N:9]([CH2:15][C@@H:16]3[CH2:20][CH2:19][N:18]([C:21]([CH:23]4[CH2:25][CH2:24]4)=[O:22])[CH2:17]3)[C:10](=[O:14])[N:11]([CH3:13])[N:12]=2)=[C:4]([F:26])[CH:3]=1.[CH3:27][N:28]([CH3:42])[S:29]([NH:32][C:33]1[CH:34]=[C:35](B(O)O)[CH:36]=[CH:37][CH:38]=1)(=[O:31])=[O:30].C([O-])([O-])=O.[K+].[K+].O1CCOCC1. The catalyst is C1C=CC([P]([Pd]([P](C2C=CC=CC=2)(C2C=CC=CC=2)C2C=CC=CC=2)([P](C2C=CC=CC=2)(C2C=CC=CC=2)C2C=CC=CC=2)[P](C2C=CC=CC=2)(C2C=CC=CC=2)C2C=CC=CC=2)(C2C=CC=CC=2)C2C=CC=CC=2)=CC=1.O. The product is [CH:23]1([C:21]([N:18]2[CH2:19][CH2:20][C@@H:16]([CH2:15][N:9]3[C:10](=[O:14])[N:11]([CH3:13])[N:12]=[C:8]3[C:5]3[CH:6]=[CH:7][C:2]([C:37]4[CH:36]=[CH:35][CH:34]=[C:33]([NH:32][S:29]([N:28]([CH3:42])[CH3:27])(=[O:31])=[O:30])[CH:38]=4)=[CH:3][C:4]=3[F:26])[CH2:17]2)=[O:22])[CH2:25][CH2:24]1. The yield is 0.666. (6) The reactants are CN(C)[C:3](=O)[S:4][C:5]1[CH:10]=[C:9]([O:11][CH3:12])[CH:8]=[CH:7][C:6]=1[CH:13]=O.[OH-].[Na+].ClC[C:21]#[N:22]. The catalyst is O.CO. The product is [CH3:12][O:11][C:9]1[CH:8]=[CH:7][C:6]2[CH:13]=[C:3]([C:21]#[N:22])[S:4][C:5]=2[CH:10]=1. The yield is 0.460. (7) The reactants are [Cl:1][C:2]1[CH:7]=[CH:6][C:5]([CH2:8][CH2:9][CH2:10][N:11]([CH3:34])[C:12]2[N:17]=[C:16]([N:18]3[CH2:23][CH2:22][NH:21][CH2:20][CH2:19]3)[N:15]=[C:14]([NH:24][CH2:25][CH2:26][C:27]3[CH:32]=[CH:31][C:30]([OH:33])=[CH:29][CH:28]=3)[N:13]=2)=[CH:4][CH:3]=1.Cl.[N:36]1[CH:41]=[CH:40][CH:39]=[CH:38][C:37]=1[C:42](Cl)=[O:43]. The catalyst is C(Cl)Cl.CCOC(C)=O.CO. The product is [Cl:1][C:2]1[CH:7]=[CH:6][C:5]([CH2:8][CH2:9][CH2:10][N:11]([CH3:34])[C:12]2[N:17]=[C:16]([N:18]3[CH2:19][CH2:20][N:21]([C:42]([C:37]4[CH:38]=[CH:39][CH:40]=[CH:41][N:36]=4)=[O:43])[CH2:22][CH2:23]3)[N:15]=[C:14]([NH:24][CH2:25][CH2:26][C:27]3[CH:28]=[CH:29][C:30]([OH:33])=[CH:31][CH:32]=3)[N:13]=2)=[CH:4][CH:3]=1. The yield is 0.460.